From a dataset of CYP3A4 inhibition data for predicting drug metabolism from PubChem BioAssay. Regression/Classification. Given a drug SMILES string, predict its absorption, distribution, metabolism, or excretion properties. Task type varies by dataset: regression for continuous measurements (e.g., permeability, clearance, half-life) or binary classification for categorical outcomes (e.g., BBB penetration, CYP inhibition). Dataset: cyp3a4_veith. (1) The compound is CCN(CC)CCNC(=O)/C(=C/c1ccc[nH]1)NC(=O)c1ccccc1. The result is 0 (non-inhibitor). (2) The compound is N#CCCn1c(=O)c(-c2ccc(F)cc2)nc2cnc(Oc3cccc(Cl)c3)nc21. The result is 0 (non-inhibitor). (3) The drug is CNc1ccc(Br)cc(C(=O)/C=C/c2ccc3c(c2)OCO3)c1=O. The result is 1 (inhibitor). (4) The compound is N#CCCCC[N+]12CN3CN(CN(C3)C1)C2. The result is 0 (non-inhibitor). (5) The compound is CCCC(=O)NC(Nc1ccccc1OC)C(Cl)(Cl)Cl. The result is 1 (inhibitor).